From a dataset of Peptide-MHC class I binding affinity with 185,985 pairs from IEDB/IMGT. Regression. Given a peptide amino acid sequence and an MHC pseudo amino acid sequence, predict their binding affinity value. This is MHC class I binding data. (1) The peptide sequence is HFDPRLLTAL. The binding affinity (normalized) is 0.0211. The MHC is Mamu-A2201 with pseudo-sequence Mamu-A2201. (2) The peptide sequence is AMALSIVSL. The MHC is HLA-A02:01 with pseudo-sequence HLA-A02:01. The binding affinity (normalized) is 0.780. (3) The peptide sequence is GIADFIIFK. The MHC is HLA-A29:02 with pseudo-sequence HLA-A29:02. The binding affinity (normalized) is 0.0847. (4) The peptide sequence is SRGDKQRGG. The MHC is Mamu-B03 with pseudo-sequence Mamu-B03. The binding affinity (normalized) is 0. (5) The peptide sequence is YRPLEACYNT. The MHC is Mamu-A01 with pseudo-sequence Mamu-A01. The binding affinity (normalized) is 0. (6) The MHC is HLA-B40:01 with pseudo-sequence HLA-B40:01. The peptide sequence is FRAPNTREL. The binding affinity (normalized) is 0.0847.